From a dataset of Forward reaction prediction with 1.9M reactions from USPTO patents (1976-2016). Predict the product of the given reaction. (1) Given the reactants [CH2:1]([N:3]([CH2:21][CH3:22])[CH2:4][CH2:5][NH:6][C:7]([C:9]1[C:18](=O)[C:17]2[C:12](=[CH:13][CH:14]=[C:15]([I:20])[CH:16]=2)[NH:11][CH:10]=1)=[O:8])[CH3:2].P(Cl)(Cl)([Cl:25])=O, predict the reaction product. The product is: [Cl:25][C:18]1[C:17]2[C:12](=[CH:13][CH:14]=[C:15]([I:20])[CH:16]=2)[N:11]=[CH:10][C:9]=1[C:7]([NH:6][CH2:5][CH2:4][N:3]([CH2:21][CH3:22])[CH2:1][CH3:2])=[O:8]. (2) Given the reactants [CH3:1][NH:2][CH2:3][CH2:4][CH2:5][CH2:6][CH2:7][CH2:8][CH2:9][CH2:10][CH2:11][N:12]1[CH2:17][CH2:16][CH:15]([O:18][C:19](=[O:33])[NH:20][C:21]2[CH:26]=[CH:25][CH:24]=[CH:23][C:22]=2[C:27]2[CH:32]=[CH:31][CH:30]=[CH:29][CH:28]=2)[CH2:14][CH2:13]1.C1(N)C(F)=C(F)C(F)=C(N)C=1F.Cl.Cl.[Cl:48][C:49]1[C:56]([Cl:57])=[CH:55][C:52]([CH:53]=O)=[C:51]([OH:58])[CH:50]=1, predict the reaction product. The product is: [Cl:48][C:49]1[C:56]([Cl:57])=[CH:55][C:52]([CH2:53][N:2]([CH3:1])[CH2:3][CH2:4][CH2:5][CH2:6][CH2:7][CH2:8][CH2:9][CH2:10][CH2:11][N:12]2[CH2:13][CH2:14][CH:15]([O:18][C:19](=[O:33])[NH:20][C:21]3[CH:26]=[CH:25][CH:24]=[CH:23][C:22]=3[C:27]3[CH:28]=[CH:29][CH:30]=[CH:31][CH:32]=3)[CH2:16][CH2:17]2)=[C:51]([OH:58])[CH:50]=1. (3) The product is: [CH3:1][O:2][C:3]([C:5]1[S:6][C:7]([CH2:13][CH2:14][C:15]([OH:18])([CH3:17])[CH3:16])=[CH:8][C:9]=1[N:10]=[CH:21][N:24]([CH3:26])[CH3:25])=[O:4]. Given the reactants [CH3:1][O:2][C:3]([C:5]1[S:6][C:7]([CH2:13][CH2:14][C:15]([OH:18])([CH3:17])[CH3:16])=[CH:8][C:9]=1[N+:10]([O-])=O)=[O:4].CO[CH:21]([N:24]([CH3:26])[CH3:25])OC, predict the reaction product.